From a dataset of Reaction yield outcomes from USPTO patents with 853,638 reactions. Predict the reaction yield, written as a fraction of the theoretical maximum amount of product (1.0 means a 100% yield; for example, 0.34 means a 34% yield). (1) The reactants are [S:1]1[CH:5]=[C:4](C(O)=O)[N:3]=[CH:2]1.C([N:11]([CH2:14]C)CC)C.C1(P(N=[N+]=[N-])(C2C=CC=CC=2)=[O:23])C=CC=CC=1.[C:33]([OH:37])([CH3:36])([CH3:35])[CH3:34]. No catalyst specified. The product is [S:1]1[CH:5]=[C:4]([NH:11][C:14](=[O:23])[O:37][C:33]([CH3:36])([CH3:35])[CH3:34])[N:3]=[CH:2]1. The yield is 0.666. (2) The reactants are [Cl:1][C:2]1[CH:17]=[CH:16][CH:15]=[C:14]([N+:18]([O-])=O)[C:3]=1[C:4]([NH:6][C:7]1[CH:12]=[CH:11][CH:10]=[C:9]([F:13])[CH:8]=1)=[O:5].C([O-])=O.[NH4+]. The catalyst is C(O)C.O.[Fe]. The product is [NH2:18][C:14]1[CH:15]=[CH:16][CH:17]=[C:2]([Cl:1])[C:3]=1[C:4]([NH:6][C:7]1[CH:12]=[CH:11][CH:10]=[C:9]([F:13])[CH:8]=1)=[O:5]. The yield is 0.420. (3) The reactants are [CH3:1][O:2][C:3]1[C:14]([N+:15]([O-:17])=[O:16])=[CH:13][C:6]2[NH:7][C:8](=[O:12])[CH2:9][NH:10][CH2:11][C:5]=2[CH:4]=1.[CH:18](=O)[CH3:19].C(O)(=O)C.C(O[BH-](OC(=O)C)OC(=O)C)(=O)C.[Na+]. The catalyst is CO. The product is [CH2:18]([N:10]1[CH2:11][C:5]2[CH:4]=[C:3]([O:2][CH3:1])[C:14]([N+:15]([O-:17])=[O:16])=[CH:13][C:6]=2[NH:7][C:8](=[O:12])[CH2:9]1)[CH3:19]. The yield is 0.720. (4) The reactants are C([O:8][CH2:9][C:10]([NH:12][C:13]1[CH:18]=[CH:17][CH:16]=[C:15]([C:19]([F:22])([F:21])[F:20])[CH:14]=1)=[O:11])C1C=CC=CC=1. The catalyst is CO. The product is [OH:8][CH2:9][C:10]([NH:12][C:13]1[CH:18]=[CH:17][CH:16]=[C:15]([C:19]([F:20])([F:21])[F:22])[CH:14]=1)=[O:11]. The yield is 0.840. (5) The reactants are [C:1](O)(=O)C.O.C1(C)C=CC=CC=1.[CH3:13][C:14]1[CH:23]=[CH:22][C:17]([C:18]([O:20][CH3:21])=[O:19])=[CH:16][C:15]=1[N+:24]([O-])=O. The catalyst is CN(C=O)C.[Fe].C1CCCCC1. The product is [NH:24]1[C:15]2[C:14](=[CH:23][CH:22]=[C:17]([C:18]([O:20][CH3:21])=[O:19])[CH:16]=2)[CH:13]=[CH:1]1. The yield is 0.800. (6) The reactants are C([O:9][CH2:10][C:11]#[C:12][C:13](=O)[C:14]1[CH:19]=[CH:18][CH:17]=[CH:16][CH:15]=1)(=O)C1C=CC=CC=1.[CH3:21][NH:22][NH2:23].[OH-].[Li+]. The catalyst is C(O)C.O. The product is [CH3:21][N:22]1[C:11]([CH2:10][OH:9])=[CH:12][C:13]([C:14]2[CH:19]=[CH:18][CH:17]=[CH:16][CH:15]=2)=[N:23]1. The yield is 0.640. (7) The reactants are [CH3:1][O:2][C:3](=[O:23])[CH2:4][C@@H:5]1[CH2:9][S:8][C:7]([C:10]2[NH:11][C:12]3[C:17]([CH:18]=2)=[CH:16][C:15]([Cl:19])=[CH:14][C:13]=3[N+:20]([O-])=O)=[N:6]1.CO.O.[Cl-].[NH4+]. The catalyst is O1CCCC1.[Fe]. The product is [CH3:1][O:2][C:3](=[O:23])[CH2:4][C@@H:5]1[CH2:9][S:8][C:7]([C:10]2[NH:11][C:12]3[C:17]([CH:18]=2)=[CH:16][C:15]([Cl:19])=[CH:14][C:13]=3[NH2:20])=[N:6]1. The yield is 0.680. (8) The reactants are [CH3:1][O:2][C:3]([C:5]1[N:6]([C:10]([C:21]([O:23]C(C)(C)C)=[O:22])([CH3:20])[CH2:11][C:12]2[CH:17]=[CH:16][C:15]([F:18])=[C:14]([Cl:19])[CH:13]=2)[CH:7]=[CH:8][CH:9]=1)=[O:4].FC(F)(F)C(O)=O. The catalyst is ClCCl.C1(C)C=CC=CC=1. The product is [CH3:1][O:2][C:3]([C:5]1[N:6]([C:10]([C:21]([OH:23])=[O:22])([CH3:20])[CH2:11][C:12]2[CH:17]=[CH:16][C:15]([F:18])=[C:14]([Cl:19])[CH:13]=2)[CH:7]=[CH:8][CH:9]=1)=[O:4]. The yield is 0.840. (9) The reactants are [F:1][C:2]1[CH:3]=[CH:4][C:5]2[O:9][C:8]([C:10]3[C:19]([N:20]4[CH2:24][CH2:23][CH2:22][CH2:21]4)=[N:18][C:17]4[C:12](=[CH:13][CH:14]=[C:15]([C:25]([O:27]C)=[O:26])[CH:16]=4)[N:11]=3)=[CH:7][C:6]=2[CH:29]=1.[OH-].[Na+].Cl. The catalyst is CO.O. The product is [F:1][C:2]1[CH:3]=[CH:4][C:5]2[O:9][C:8]([C:10]3[C:19]([N:20]4[CH2:24][CH2:23][CH2:22][CH2:21]4)=[N:18][C:17]4[C:12](=[CH:13][CH:14]=[C:15]([C:25]([OH:27])=[O:26])[CH:16]=4)[N:11]=3)=[CH:7][C:6]=2[CH:29]=1. The yield is 0.250.